Dataset: Catalyst prediction with 721,799 reactions and 888 catalyst types from USPTO. Task: Predict which catalyst facilitates the given reaction. (1) Reactant: [CH3:1][N:2]([CH2:4][C:5]1[C:13]2[O:12][N:11]=[C:10]([CH2:14][CH2:15][CH:16]3[CH2:21][CH2:20][N:19]([CH2:22][C:23]4[CH:28]=[CH:27][CH:26]=[CH:25][CH:24]=4)[CH2:18][CH2:17]3)[C:9]=2[CH:8]=[CH:7][C:6]=1[C:29]1[CH:34]=[CH:33][CH:32]=[CH:31][CH:30]=1)[CH3:3].[ClH:35]. Product: [ClH:35].[ClH:35].[CH3:1][N:2]([CH2:4][C:5]1[C:13]2[O:12][N:11]=[C:10]([CH2:14][CH2:15][CH:16]3[CH2:17][CH2:18][N:19]([CH2:22][C:23]4[CH:24]=[CH:25][CH:26]=[CH:27][CH:28]=4)[CH2:20][CH2:21]3)[C:9]=2[CH:8]=[CH:7][C:6]=1[C:29]1[CH:34]=[CH:33][CH:32]=[CH:31][CH:30]=1)[CH3:3]. The catalyst class is: 5. (2) Reactant: [CH:1]([N:4]1[C:8]([C:9]2[S:10][C:11]3[CH2:12][CH2:13][O:14][C:15]4[CH:22]=[CH:21][C:20]([CH:23]=[O:24])=[CH:19][C:16]=4[C:17]=3[N:18]=2)=[N:7][CH:6]=[N:5]1)([CH3:3])[CH3:2].[F:25][C:26]([Si](C)(C)C)([F:28])[F:27].CCCC[N+](CCCC)(CCCC)CCCC.[F-]. Product: [F:25][C:26]([F:28])([F:27])[CH:23]([C:20]1[CH:21]=[CH:22][C:15]2[O:14][CH2:13][CH2:12][C:11]3[S:10][C:9]([C:8]4[N:4]([CH:1]([CH3:3])[CH3:2])[N:5]=[CH:6][N:7]=4)=[N:18][C:17]=3[C:16]=2[CH:19]=1)[OH:24]. The catalyst class is: 1. (3) Reactant: Br[C:2]1[CH:3]=[C:4]([O:24][C:25]2[C:26]([CH3:31])=[N:27][CH:28]=[CH:29][CH:30]=2)[C:5]([NH:8][C:9]2[S:13][N:12]=[C:11]([C@H:14]3[CH2:18][O:17][C:16]4([CH2:23][CH2:22][CH2:21][CH2:20][CH2:19]4)[O:15]3)[N:10]=2)=[N:6][CH:7]=1.[SH:32][CH2:33][CH2:34][C:35]([O:37][CH3:38])=[O:36].C(N(CC)C(C)C)(C)C. Product: [O:15]1[C:16]2([CH2:23][CH2:22][CH2:21][CH2:20][CH2:19]2)[O:17][CH2:18][C@@H:14]1[C:11]1[N:10]=[C:9]([NH:8][C:5]2[N:6]=[CH:7][C:2]([S:32][CH2:33][CH2:34][C:35]([O:37][CH3:38])=[O:36])=[CH:3][C:4]=2[O:24][C:25]2[C:26]([CH3:31])=[N:27][CH:28]=[CH:29][CH:30]=2)[S:13][N:12]=1. The catalyst class is: 110. (4) Reactant: [CH3:1][O:2][C:3](=[O:13])[C:4]1[CH:9]=[C:8]([O:10][CH3:11])[N:7]=[C:6](Cl)[CH:5]=1.CN1C(=O)CCC1.[CH2:21]([Mg]Cl)[CH:22]([CH3:24])[CH3:23]. Product: [CH3:1][O:2][C:3](=[O:13])[C:4]1[CH:9]=[C:8]([O:10][CH3:11])[N:7]=[C:6]([CH2:21][CH:22]([CH3:24])[CH3:23])[CH:5]=1. The catalyst class is: 1. (5) Reactant: [C:1]1([CH3:36])[CH:6]=[CH:5][C:4]([N:7]2[C:11]([C:12]3[CH:17]=[CH:16][C:15]([CH3:18])=[CH:14][CH:13]=3)=[CH:10][C:9]([CH2:19][CH:20]([C:29]3[CH:30]=[C:31]([CH3:35])[CH:32]=[CH:33][CH:34]=3)[CH2:21][S:22]([C:24]3[NH:28][N:27]=[CH:26][N:25]=3)=[O:23])=[N:8]2)=[CH:3][CH:2]=1.OO.C(O)(=[O:41])C.CO. Product: [C:1]1([CH3:36])[CH:2]=[CH:3][C:4]([N:7]2[C:11]([C:12]3[CH:17]=[CH:16][C:15]([CH3:18])=[CH:14][CH:13]=3)=[CH:10][C:9]([CH2:19][CH:20]([C:29]3[CH:30]=[C:31]([CH3:35])[CH:32]=[CH:33][CH:34]=3)[CH2:21][S:22]([C:24]3[NH:28][N:27]=[CH:26][N:25]=3)(=[O:41])=[O:23])=[N:8]2)=[CH:5][CH:6]=1. The catalyst class is: 9. (6) Reactant: C([O:9][C@@H:10]([CH3:36])[C@@H:11]([C:32]([O:34][CH3:35])=[O:33])[NH:12][C:13]([C:26]1[CH:31]=[CH:30][CH:29]=[CH:28][CH:27]=1)([C:20]1[CH:25]=[CH:24][CH:23]=[CH:22][CH:21]=1)[C:14]1[CH:19]=[CH:18][CH:17]=[CH:16][CH:15]=1)(=O)C1C=CC=CC=1.C[O-].[Na+].C([O-])(O)=O.[Na+]. Product: [C:13]([NH:12][C@H:11]([C:32]([O:34][CH3:35])=[O:33])[C@H:10]([CH3:36])[OH:9])([C:20]1[CH:21]=[CH:22][CH:23]=[CH:24][CH:25]=1)([C:26]1[CH:31]=[CH:30][CH:29]=[CH:28][CH:27]=1)[C:14]1[CH:15]=[CH:16][CH:17]=[CH:18][CH:19]=1. The catalyst class is: 5. (7) Reactant: [CH:1]([C:4]1[CH:9]=[CH:8][CH:7]=[CH:6][C:5]=1[OH:10])([CH3:3])[CH3:2].C(O)(=O)C.CS(C)=O.[BrH:19]. Product: [Br:19][C:8]1[CH:7]=[CH:6][C:5]([OH:10])=[C:4]([CH:1]([CH3:3])[CH3:2])[CH:9]=1. The catalyst class is: 6. (8) Reactant: [CH2:1]([O:8][C:9]1[CH:14]=[CH:13][C:12]([N+:15]([O-])=O)=[CH:11][C:10]=1[C:18]([F:21])([F:20])[F:19])[C:2]1[CH:7]=[CH:6][CH:5]=[CH:4][CH:3]=1.[Cl-].[Ca+2].[Cl-].C(O)C. Product: [CH2:1]([O:8][C:9]1[CH:14]=[CH:13][C:12]([NH2:15])=[CH:11][C:10]=1[C:18]([F:19])([F:20])[F:21])[C:2]1[CH:3]=[CH:4][CH:5]=[CH:6][CH:7]=1. The catalyst class is: 6. (9) Reactant: [NH2:1][C@@H:2]1[C:11]2[C:6](=[CH:7][CH:8]=[C:9]([N+:12]([O-:14])=[O:13])[CH:10]=2)[CH2:5][CH2:4][C@H:3]1[OH:15].C(N(CC)CC)C.[Cl:23][C:24]1[CH:25]=[C:26]([CH:30]=[CH:31][C:32]=1[Cl:33])[C:27](Cl)=[O:28]. Product: [Cl:23][C:24]1[CH:25]=[C:26]([CH:30]=[CH:31][C:32]=1[Cl:33])[C:27]([NH:1][C@@H:2]1[C:11]2[C:6](=[CH:7][CH:8]=[C:9]([N+:12]([O-:14])=[O:13])[CH:10]=2)[CH2:5][CH2:4][C@H:3]1[OH:15])=[O:28]. The catalyst class is: 1.